Dataset: Full USPTO retrosynthesis dataset with 1.9M reactions from patents (1976-2016). Task: Predict the reactants needed to synthesize the given product. Given the product [CH:6]([C:5]1[CH:8]=[CH:9][C:2]([CH2:11][NH:12][C:13](=[O:19])[O:14][C:15]([CH3:18])([CH3:17])[CH3:16])=[CH:3][C:4]=1[CH3:10])=[O:7], predict the reactants needed to synthesize it. The reactants are: Br[C:2]1[CH:9]=[CH:8][C:5]([CH:6]=[O:7])=[C:4]([CH3:10])[CH:3]=1.[CH3:11][NH:12][C:13](=[O:19])[O:14][C:15]([CH3:18])([CH3:17])[CH3:16].